This data is from Reaction yield outcomes from USPTO patents with 853,638 reactions. The task is: Predict the reaction yield, written as a fraction of the theoretical maximum amount of product (1.0 means a 100% yield; for example, 0.34 means a 34% yield). (1) The reactants are Cl.[F:2][C:3]([F:20])([F:19])[C:4]1[CH:5]=[C:6]([CH:16]=[CH:17][CH:18]=1)[CH2:7][O:8][N:9]=[C:10]1[CH2:15][CH2:14][NH:13][CH2:12][CH2:11]1.[F:21][C:22]1[CH:27]=[CH:26][C:25]([CH:28]([C:34]2[CH:39]=[CH:38][C:37]([F:40])=[CH:36][CH:35]=2)[CH2:29][CH2:30][C:31](O)=[O:32])=[CH:24][CH:23]=1.ON1C2C=CC=CC=2N=N1.Cl.C(N=C=NCCCN(C)C)C.C(N(CC)CC)C.C([O-])(O)=O.[Na+]. The catalyst is ClCCl. The yield is 0.990. The product is [F:20][C:3]([F:2])([F:19])[C:4]1[CH:5]=[C:6]([CH:16]=[CH:17][CH:18]=1)[CH2:7][O:8][N:9]=[C:10]1[CH2:15][CH2:14][N:13]([C:31](=[O:32])[CH2:30][CH2:29][CH:28]([C:34]2[CH:39]=[CH:38][C:37]([F:40])=[CH:36][CH:35]=2)[C:25]2[CH:26]=[CH:27][C:22]([F:21])=[CH:23][CH:24]=2)[CH2:12][CH2:11]1. (2) The yield is 0.960. The reactants are [F:1][C:2]1[CH:7]=[CH:6][C:5]([S:8]([CH3:11])(=[O:10])=[O:9])=[CH:4][CH:3]=1.[Br:12]N1C(=O)CCC1=O. The product is [Br:12][C:7]1[CH:6]=[C:5]([S:8]([CH3:11])(=[O:10])=[O:9])[CH:4]=[CH:3][C:2]=1[F:1]. The catalyst is S(=O)(=O)(O)O.